From a dataset of Catalyst prediction with 721,799 reactions and 888 catalyst types from USPTO. Predict which catalyst facilitates the given reaction. (1) Product: [N:2]1[N:3]2[CH:14]=[CH:13][C:12]([OH:15])=[N:7][C:4]2=[CH:5][CH:6]=1. The catalyst class is: 14. Reactant: [Na].[NH:2]1[CH:6]=[CH:5][C:4]([NH2:7])=[N:3]1.CN1[CH:14]=[CH:13][C:12](=[O:15])N(C)C1=O. (2) Reactant: CO[C:3](=[O:14])[CH:4](Br)[C:5]1[CH:10]=[CH:9][CH:8]=[C:7]([O:11][CH3:12])[CH:6]=1.[NH2:15][CH2:16][CH2:17][SH:18].C(=O)([O-])[O-].[K+].[K+].COC(=O)CSC(C1C=CC=C(OC)C=1)CN. Product: [CH3:12][O:11][C:7]1[CH:6]=[C:5]([CH:4]2[S:18][CH2:17][CH2:16][NH:15][C:3]2=[O:14])[CH:10]=[CH:9][CH:8]=1. The catalyst class is: 97. (3) Reactant: [C:1]([C:3]1[CH:28]=[CH:27][CH:26]=[CH:25][C:4]=1[CH2:5][O:6][C:7]1[CH:11]=[C:10]([N:12]2[C:20]3[CH:19]=[CH:18][N:17]=[CH:16][C:15]=3[N:14]=[CH:13]2)[S:9][C:8]=1[C:21]([O:23]C)=O)#[N:2].[NH3:29]. Product: [C:1]([C:3]1[CH:28]=[CH:27][CH:26]=[CH:25][C:4]=1[CH2:5][O:6][C:7]1[CH:11]=[C:10]([N:12]2[C:20]3[CH:19]=[CH:18][N:17]=[CH:16][C:15]=3[N:14]=[CH:13]2)[S:9][C:8]=1[C:21]([NH2:29])=[O:23])#[N:2]. The catalyst class is: 5. (4) The catalyst class is: 40. Product: [F:1][C:2]1[CH:9]=[CH:8][CH:7]=[C:6]([NH:12][CH3:11])[C:3]=1[C:4]#[N:5]. Reactant: [F:1][C:2]1[CH:9]=[CH:8][CH:7]=[C:6](F)[C:3]=1[C:4]#[N:5].[CH3:11][NH2:12]. (5) Product: [N:7]1([C@H:12]([CH3:16])[CH2:13][NH2:15])[CH2:11][CH2:10][CH2:9][CH2:8]1. Reactant: [H-].[Al+3].[Li+].[H-].[H-].[H-].[N:7]1([C@H:12]([CH3:16])[C:13]([NH2:15])=O)[CH2:11][CH2:10][CH2:9][CH2:8]1.CO.ClCCl. The catalyst class is: 1. (6) Reactant: [Cl:1][C:2]1[C:9]([F:10])=[CH:8][CH:7]=[C:6](F)[C:3]=1[CH:4]=[O:5].[CH3:12][O-:13].[Na+]. Product: [Cl:1][C:2]1[C:9]([F:10])=[CH:8][CH:7]=[C:6]([O:13][CH3:12])[C:3]=1[CH:4]=[O:5]. The catalyst class is: 83.